From a dataset of Catalyst prediction with 721,799 reactions and 888 catalyst types from USPTO. Predict which catalyst facilitates the given reaction. (1) Reactant: [CH2:1]([N:8]1[C:16]2[CH2:15][CH2:14][NH:13][CH2:12][C:11]=2[C:10]([C:17]2[CH:22]=[CH:21][C:20]([Cl:23])=[CH:19][CH:18]=2)=[CH:9]1)[C:2]1[CH:7]=[CH:6][CH:5]=[CH:4][CH:3]=1.C([O-])([O-])=O.[Cs+].[Cs+].Br[CH2:31][CH2:32][CH2:33][OH:34]. Product: [CH2:1]([N:8]1[C:16]2[CH2:15][CH2:14][N:13]([CH2:31][CH2:32][CH2:33][OH:34])[CH2:12][C:11]=2[C:10]([C:17]2[CH:18]=[CH:19][C:20]([Cl:23])=[CH:21][CH:22]=2)=[CH:9]1)[C:2]1[CH:3]=[CH:4][CH:5]=[CH:6][CH:7]=1. The catalyst class is: 18. (2) Reactant: [Cl:1][C:2]1[N:7]=[C:6]([NH:8][C@H:9]2[CH2:14][CH2:13][C@H:12]([NH2:15])[CH2:11][CH2:10]2)[CH:5]=[C:4]([I:16])[CH:3]=1.[C:17]([O:21][C:22]([NH:24][CH2:25][C:26](O)=[O:27])=[O:23])([CH3:20])([CH3:19])[CH3:18].C1C=CC2N(O)N=NC=2C=1.C(Cl)CCl.C(N(CC)CC)C. Product: [Cl:1][C:2]1[N:7]=[C:6]([NH:8][C@H:9]2[CH2:10][CH2:11][C@H:12]([NH:15][C:26](=[O:27])[CH2:25][NH:24][C:22](=[O:23])[O:21][C:17]([CH3:18])([CH3:19])[CH3:20])[CH2:13][CH2:14]2)[CH:5]=[C:4]([I:16])[CH:3]=1. The catalyst class is: 334.